This data is from Forward reaction prediction with 1.9M reactions from USPTO patents (1976-2016). The task is: Predict the product of the given reaction. (1) Given the reactants [Br:1][C:2]1[CH:7]=[CH:6][C:5](CC#N)=[C:4]([F:11])[CH:3]=1.[OH-:12].[K+].[CH2:14]([OH:16])[CH3:15], predict the reaction product. The product is: [Br:1][C:2]1[CH:7]=[CH:6][C:5]([CH2:15][C:14]([OH:12])=[O:16])=[C:4]([F:11])[CH:3]=1. (2) Given the reactants Br[CH2:2][CH2:3][O:4][C:5]1[CH:6]=[CH:7][C:8]([C:19]2[NH:28][C:27](=[O:29])[C:26]3[C:21](=[CH:22][C:23]([O:32][CH3:33])=[CH:24][C:25]=3[O:30][CH3:31])[N:20]=2)=[N:9][C:10]=1[C:11]1[CH:16]=[CH:15][C:14]([S:17][CH3:18])=[CH:13][CH:12]=1.[CH:34]([NH2:37])([CH3:36])[CH3:35], predict the reaction product. The product is: [CH:34]([NH:37][CH2:2][CH2:3][O:4][C:5]1[CH:6]=[CH:7][C:8]([C:19]2[NH:28][C:27](=[O:29])[C:26]3[C:21](=[CH:22][C:23]([O:32][CH3:33])=[CH:24][C:25]=3[O:30][CH3:31])[N:20]=2)=[N:9][C:10]=1[C:11]1[CH:16]=[CH:15][C:14]([S:17][CH3:18])=[CH:13][CH:12]=1)([CH3:36])[CH3:35]. (3) Given the reactants [Br:1][C:2]1[C:7]([CH3:8])=[CH:6][C:5]([N:9]2[C:18]3[C:13](=[CH:14][C:15]([S:19](OC4C(F)=C(F)C(F)=C(F)C=4F)(=[O:21])=[O:20])=[CH:16][CH:17]=3)[CH:12]=[CH:11][C:10]2=[O:34])=[C:4]([O:35][CH3:36])[CH:3]=1.[O:37]1[CH:41]=[CH:40][C:39]([NH2:42])=[N:38]1.C1COCC1.C[Si]([N-][Si](C)(C)C)(C)C.[Li+], predict the reaction product. The product is: [Br:1][C:2]1[C:7]([CH3:8])=[CH:6][C:5]([N:9]2[C:18]3[C:13](=[CH:14][C:15]([S:19]([NH:42][C:39]4[CH:40]=[CH:41][O:37][N:38]=4)(=[O:21])=[O:20])=[CH:16][CH:17]=3)[CH:12]=[CH:11][C:10]2=[O:34])=[C:4]([O:35][CH3:36])[CH:3]=1. (4) The product is: [Br:25][C:24]1[CH:26]=[CH:27][C:21]([S:18]([O:17][CH2:16][C@@H:13]2[O:12][C:8]3=[C:9]4[C:4](=[CH:5][CH:6]=[C:7]3[O:15][CH2:14]2)[N:3]=[C:2]([CH3:1])[CH:11]=[CH:10]4)(=[O:20])=[O:19])=[CH:22][CH:23]=1. Given the reactants [CH3:1][C:2]1[CH:11]=[CH:10][C:9]2[C:4](=[CH:5][CH:6]=[C:7]3[O:15][CH2:14][C@H:13]([CH2:16][OH:17])[O:12][C:8]3=2)[N:3]=1.[S:18](Cl)([C:21]1[CH:27]=[CH:26][C:24]([Br:25])=[CH:23][CH:22]=1)(=[O:20])=[O:19].C(N(CC)CC)C.O, predict the reaction product.